Dataset: NCI-60 drug combinations with 297,098 pairs across 59 cell lines. Task: Regression. Given two drug SMILES strings and cell line genomic features, predict the synergy score measuring deviation from expected non-interaction effect. (1) Drug 1: C1=C(C(=O)NC(=O)N1)F. Drug 2: C1=CC(=CC=C1CC(C(=O)O)N)N(CCCl)CCCl.Cl. Cell line: U251. Synergy scores: CSS=45.0, Synergy_ZIP=-6.86, Synergy_Bliss=-4.39, Synergy_Loewe=-2.49, Synergy_HSA=-1.54. (2) Drug 1: CN1C(=O)N2C=NC(=C2N=N1)C(=O)N. Drug 2: CC(C)NC(=O)C1=CC=C(C=C1)CNNC.Cl. Cell line: MCF7. Synergy scores: CSS=-4.60, Synergy_ZIP=-0.607, Synergy_Bliss=-5.87, Synergy_Loewe=-3.58, Synergy_HSA=-5.83. (3) Synergy scores: CSS=-4.91, Synergy_ZIP=-6.45, Synergy_Bliss=-16.9, Synergy_Loewe=-35.4, Synergy_HSA=-17.6. Drug 2: C1=NC2=C(N1)C(=S)N=CN2. Drug 1: CS(=O)(=O)C1=CC(=C(C=C1)C(=O)NC2=CC(=C(C=C2)Cl)C3=CC=CC=N3)Cl. Cell line: SN12C. (4) Drug 1: CC1=C(C(=CC=C1)Cl)NC(=O)C2=CN=C(S2)NC3=CC(=NC(=N3)C)N4CCN(CC4)CCO. Cell line: U251. Synergy scores: CSS=43.7, Synergy_ZIP=0.146, Synergy_Bliss=0.794, Synergy_Loewe=-3.32, Synergy_HSA=1.84. Drug 2: CC1=C(N=C(N=C1N)C(CC(=O)N)NCC(C(=O)N)N)C(=O)NC(C(C2=CN=CN2)OC3C(C(C(C(O3)CO)O)O)OC4C(C(C(C(O4)CO)O)OC(=O)N)O)C(=O)NC(C)C(C(C)C(=O)NC(C(C)O)C(=O)NCCC5=NC(=CS5)C6=NC(=CS6)C(=O)NCCC[S+](C)C)O. (5) Cell line: MDA-MB-231. Drug 2: CCCCC(=O)OCC(=O)C1(CC(C2=C(C1)C(=C3C(=C2O)C(=O)C4=C(C3=O)C=CC=C4OC)O)OC5CC(C(C(O5)C)O)NC(=O)C(F)(F)F)O. Synergy scores: CSS=30.6, Synergy_ZIP=-0.578, Synergy_Bliss=-0.236, Synergy_Loewe=-14.6, Synergy_HSA=-0.0656. Drug 1: CC1=C(C=C(C=C1)NC(=O)C2=CC=C(C=C2)CN3CCN(CC3)C)NC4=NC=CC(=N4)C5=CN=CC=C5. (6) Drug 1: C1CN1C2=NC(=NC(=N2)N3CC3)N4CC4. Synergy scores: CSS=53.0, Synergy_ZIP=-4.75, Synergy_Bliss=-4.35, Synergy_Loewe=-22.6, Synergy_HSA=-2.18. Cell line: CCRF-CEM. Drug 2: CS(=O)(=O)OCCCCOS(=O)(=O)C. (7) Drug 1: CC1CCC2CC(C(=CC=CC=CC(CC(C(=O)C(C(C(=CC(C(=O)CC(OC(=O)C3CCCCN3C(=O)C(=O)C1(O2)O)C(C)CC4CCC(C(C4)OC)O)C)C)O)OC)C)C)C)OC. Drug 2: CNC(=O)C1=NC=CC(=C1)OC2=CC=C(C=C2)NC(=O)NC3=CC(=C(C=C3)Cl)C(F)(F)F. Cell line: NCI-H322M. Synergy scores: CSS=2.50, Synergy_ZIP=-0.944, Synergy_Bliss=-1.37, Synergy_Loewe=-14.7, Synergy_HSA=-3.81. (8) Drug 1: CNC(=O)C1=CC=CC=C1SC2=CC3=C(C=C2)C(=NN3)C=CC4=CC=CC=N4. Drug 2: CS(=O)(=O)C1=CC(=C(C=C1)C(=O)NC2=CC(=C(C=C2)Cl)C3=CC=CC=N3)Cl. Cell line: K-562. Synergy scores: CSS=57.4, Synergy_ZIP=0.470, Synergy_Bliss=2.46, Synergy_Loewe=-7.49, Synergy_HSA=3.46. (9) Drug 1: CC(C)(C#N)C1=CC(=CC(=C1)CN2C=NC=N2)C(C)(C)C#N. Drug 2: N.N.Cl[Pt+2]Cl. Cell line: UACC-257. Synergy scores: CSS=8.71, Synergy_ZIP=-6.29, Synergy_Bliss=6.19, Synergy_Loewe=-2.61, Synergy_HSA=-2.43.